This data is from Full USPTO retrosynthesis dataset with 1.9M reactions from patents (1976-2016). The task is: Predict the reactants needed to synthesize the given product. (1) Given the product [CH3:26][C:20]1[C:21]([CH3:25])=[CH:22][CH:23]=[CH:24][C:19]=1[C:17]1[N:16]=[C:15]([NH2:27])[N:14]=[C:13]([NH:11][CH:9]([CH2:8][CH2:7][C:1]2[CH:6]=[CH:5][CH:4]=[CH:3][CH:2]=2)[CH3:10])[CH:18]=1, predict the reactants needed to synthesize it. The reactants are: [C:1]1([CH2:7][CH2:8][CH:9]([NH2:11])[CH3:10])[CH:6]=[CH:5][CH:4]=[CH:3][CH:2]=1.Cl[C:13]1[CH:18]=[C:17]([C:19]2[CH:24]=[CH:23][CH:22]=[C:21]([CH3:25])[C:20]=2[CH3:26])[N:16]=[C:15]([NH2:27])[N:14]=1. (2) Given the product [Br:1][CH2:27][C:23]1[CH:24]=[CH:25][CH:26]=[C:17]([O:16][Si:9]([C:12]([CH3:15])([CH3:14])[CH3:13])([CH3:10])[CH3:11])[C:18]=1[C:19]([O:21][CH3:22])=[O:20], predict the reactants needed to synthesize it. The reactants are: [Br:1]N1C(=O)CCC1=O.[Si:9]([O:16][C:17]1[CH:26]=[CH:25][CH:24]=[C:23]([CH3:27])[C:18]=1[C:19]([O:21][CH3:22])=[O:20])([C:12]([CH3:15])([CH3:14])[CH3:13])([CH3:11])[CH3:10]. (3) Given the product [CH:3]1([CH:8]([NH:14][C:15]([O:17][CH3:18])=[O:16])[C:9]([OH:11])=[O:10])[CH2:7][CH2:6][CH2:5][CH2:4]1, predict the reactants needed to synthesize it. The reactants are: [OH-].[K+].[CH:3]1([CH:8]([NH:14][C:15]([O:17][CH3:18])=[O:16])[C:9]([O:11]CC)=[O:10])[CH2:7][CH2:6][CH2:5][CH2:4]1. (4) Given the product [Cl:14][C:15]1[CH:20]=[C:19]([C:2]2[C:11]3[C:6](=[CH:7][C:8]([OH:13])=[C:9]([F:12])[CH:10]=3)[CH:5]=[CH:4][N:3]=2)[C:18]([O:24][CH3:25])=[CH:17][C:16]=1[C:26]1[CH:31]=[CH:30][CH:29]=[C:28]([F:32])[CH:27]=1, predict the reactants needed to synthesize it. The reactants are: Cl[C:2]1[C:11]2[C:6](=[CH:7][C:8]([OH:13])=[C:9]([F:12])[CH:10]=2)[CH:5]=[CH:4][N:3]=1.[Cl:14][C:15]1[CH:20]=[C:19](B(O)O)[C:18]([O:24][CH3:25])=[CH:17][C:16]=1[C:26]1[CH:31]=[CH:30][CH:29]=[C:28]([F:32])[CH:27]=1.C(=O)([O-])[O-].[K+].[K+]. (5) Given the product [N:26]1([C:23]([C:19]2[N:20]=[CH:21][N:22]=[C:17]([N:14]3[CH2:13][CH2:12][CH:11]([N:3]4[C:4]5[C:5](=[N:6][CH:7]=[CH:8][CH:9]=5)[NH:10][C:2]4=[O:1])[CH2:16][CH2:15]3)[CH:18]=2)=[O:25])[C:34]2[C:29](=[CH:30][CH:31]=[CH:32][CH:33]=2)[C:28]2([CH2:37][CH2:36][CH2:35]2)[CH2:27]1, predict the reactants needed to synthesize it. The reactants are: [O:1]=[C:2]1[NH:10][C:5]2=[N:6][CH:7]=[CH:8][CH:9]=[C:4]2[N:3]1[CH:11]1[CH2:16][CH2:15][N:14]([C:17]2[N:22]=[CH:21][N:20]=[C:19]([C:23]([OH:25])=O)[CH:18]=2)[CH2:13][CH2:12]1.[NH:26]1[C:34]2[C:29](=[CH:30][CH:31]=[CH:32][CH:33]=2)[C:28]2([CH2:37][CH2:36][CH2:35]2)[CH2:27]1.CN(C(ON1N=NC2C=CC=CC1=2)=[N+](C)C)C.[B-](F)(F)(F)F.C(N(CC)CC)C. (6) Given the product [CH3:35][CH:33]1[CH2:34][CH:30]([CH2:29][N:10]2[C:11]3[C:16](=[CH:15][C:14]([C:18]4[CH:19]=[N:20][N:21]([CH:23]5[CH2:28][CH2:27][CH2:26][CH2:25][O:24]5)[CH:22]=4)=[CH:13][CH:12]=3)[CH:17]=[C:9]2[CH3:8])[CH2:31][N:32]1[C:36](=[O:45])[CH2:37][CH2:38][C:39]1[CH:44]=[CH:43][CH:42]=[CH:41][CH:40]=1, predict the reactants needed to synthesize it. The reactants are: C(N(CC)CC)C.[CH3:8][C:9]1[N:10]([CH2:29][CH:30]2[CH2:34][CH:33]([CH3:35])[NH:32][CH2:31]2)[C:11]2[C:16]([CH:17]=1)=[CH:15][C:14]([C:18]1[CH:19]=[N:20][N:21]([CH:23]3[CH2:28][CH2:27][CH2:26][CH2:25][O:24]3)[CH:22]=1)=[CH:13][CH:12]=2.[C:36](Cl)(=[O:45])[CH2:37][CH2:38][C:39]1[CH:44]=[CH:43][CH:42]=[CH:41][CH:40]=1.C(=O)(O)[O-].[Na+]. (7) The reactants are: N[C@@H:2]([CH2:6][C:7]1[CH:12]=[CH:11][C:10]([OH:13])=[C:9]([OH:14])[CH:8]=1)[C:3]([OH:5])=O.[CH:15]1([NH:22][C:23]([NH2:25])=[S:24])[CH2:21][CH2:20][CH2:19][CH2:18][CH2:17][CH2:16]1. Given the product [CH:15]1([NH:22][C:23]2[S:24][CH:2]([CH2:6][C:7]3[CH:12]=[CH:11][C:10]([OH:13])=[C:9]([OH:14])[CH:8]=3)[C:3](=[O:5])[N:25]=2)[CH2:21][CH2:20][CH2:19][CH2:18][CH2:17][CH2:16]1, predict the reactants needed to synthesize it. (8) Given the product [C:1]([O:5][C:6]([N:8]1[CH2:12][CH:11]([O:13][S:25]([CH3:24])(=[O:27])=[O:26])[CH2:10][CH:9]1[CH2:14][O:15][CH3:16])=[O:7])([CH3:4])([CH3:3])[CH3:2], predict the reactants needed to synthesize it. The reactants are: [C:1]([O:5][C:6]([N:8]1[CH2:12][CH:11]([OH:13])[CH2:10][CH:9]1[CH2:14][O:15][CH3:16])=[O:7])([CH3:4])([CH3:3])[CH3:2].C(N(CC)CC)C.[CH3:24][S:25](Cl)(=[O:27])=[O:26].Cl. (9) Given the product [CH2:14]([O:21][C:22]([N:24]1[CH2:29][CH2:28][CH2:27][CH:26]([C:30](=[O:39])[NH:31][C:32]2[CH:37]=[C:36]([C:4]3[C:3]([O:2][CH3:1])=[CH:8][CH:7]=[CH:6][C:5]=3[O:9][CH3:10])[N:35]=[CH:34][N:33]=2)[CH2:25]1)=[O:23])[C:15]1[CH:16]=[CH:17][CH:18]=[CH:19][CH:20]=1, predict the reactants needed to synthesize it. The reactants are: [CH3:1][O:2][C:3]1[CH:8]=[CH:7][CH:6]=[C:5]([O:9][CH3:10])[C:4]=1B(O)O.[CH2:14]([O:21][C:22]([N:24]1[CH2:29][CH2:28][CH2:27][CH:26]([C:30](=[O:39])[NH:31][C:32]2[CH:37]=[C:36](Cl)[N:35]=[CH:34][N:33]=2)[CH2:25]1)=[O:23])[C:15]1[CH:20]=[CH:19][CH:18]=[CH:17][CH:16]=1.C(=O)([O-])[O-].[K+].[K+]. (10) Given the product [N:1]1([C:3]2[CH:12]=[CH:11][CH:10]=[C:9]3[C:4]=2[CH:5]=[CH:6][N:7]=[CH:8]3)[CH:17]=[CH:16][CH:15]=[N:2]1, predict the reactants needed to synthesize it. The reactants are: [NH:1]([C:3]1[CH:12]=[CH:11][CH:10]=[C:9]2[C:4]=1[CH:5]=[CH:6][N:7]=[CH:8]2)[NH2:2].CO[CH:15](OC)[CH2:16][CH:17](OC)OC.